From a dataset of Forward reaction prediction with 1.9M reactions from USPTO patents (1976-2016). Predict the product of the given reaction. (1) Given the reactants [C:1]([C:3]1[CH:4]=[N:5][N:6]2[C:11]([C:12]([F:15])([F:14])[F:13])=[CH:10][C:9]([C:16]3[CH:21]=[CH:20][C:19]([C:22]([F:25])([F:24])[F:23])=[CH:18][CH:17]=3)=[N:8][C:7]=12)#[CH:2].I[C:27]1[CH:32]=[CH:31][N:30]=[CH:29][CH:28]=1, predict the reaction product. The product is: [N:30]1[CH:31]=[CH:32][C:27]([C:2]#[C:1][C:3]2[CH:4]=[N:5][N:6]3[C:11]([C:12]([F:14])([F:13])[F:15])=[CH:10][C:9]([C:16]4[CH:21]=[CH:20][C:19]([C:22]([F:25])([F:24])[F:23])=[CH:18][CH:17]=4)=[N:8][C:7]=23)=[CH:28][CH:29]=1. (2) Given the reactants [N:1]([CH2:4][CH:5]1[NH:10][C:9]2[C:11](Br)=[CH:12][C:13]([F:15])=[CH:14][C:8]=2[O:7][CH2:6]1)=[N+:2]=[N-:3].[CH3:17][C:18]1[CH:23]=[CH:22][C:21](B(O)O)=[C:20]([C:27]([F:30])([F:29])[F:28])[CH:19]=1, predict the reaction product. The product is: [N:1]([CH2:4][CH:5]1[NH:10][C:9]2[C:11]([C:21]3[CH:22]=[CH:23][C:18]([CH3:17])=[CH:19][C:20]=3[C:27]([F:28])([F:30])[F:29])=[CH:12][C:13]([F:15])=[CH:14][C:8]=2[O:7][CH2:6]1)=[N+:2]=[N-:3].